From a dataset of Forward reaction prediction with 1.9M reactions from USPTO patents (1976-2016). Predict the product of the given reaction. Given the reactants [NH2:1][C:2]1[C:7]([O:8][CH3:9])=[CH:6][C:5]([C:10]2[CH:15]=[CH:14][C:13]([F:16])=[CH:12][CH:11]=2)=[C:4]([Cl:17])[C:3]=1[C:18]([OH:20])=O.[CH:21]([NH2:23])=O, predict the reaction product. The product is: [Cl:17][C:4]1[C:5]([C:10]2[CH:15]=[CH:14][C:13]([F:16])=[CH:12][CH:11]=2)=[CH:6][C:7]([O:8][CH3:9])=[C:2]2[C:3]=1[C:18](=[O:20])[NH:23][CH:21]=[N:1]2.